From a dataset of Full USPTO retrosynthesis dataset with 1.9M reactions from patents (1976-2016). Predict the reactants needed to synthesize the given product. Given the product [CH3:11][CH:6]1[CH2:7][CH2:8][C:3]2([CH2:2][CH2:1]2)[CH2:4][C:5]1=[O:9], predict the reactants needed to synthesize it. The reactants are: [CH2:1]1[C:3]2([CH2:8][CH2:7][CH2:6][C:5](=[O:9])[CH2:4]2)[CH2:2]1.[Li+].[CH3:11][Si]([N-][Si](C)(C)C)(C)C.IC.